This data is from Forward reaction prediction with 1.9M reactions from USPTO patents (1976-2016). The task is: Predict the product of the given reaction. Given the reactants [N:1]1([C:7](=[S:11])[CH2:8][C:9]#[N:10])[CH2:6][CH2:5][O:4][CH2:3][CH2:2]1.[CH2:12](OC(OCC)OCC)C.[NH:22]1[CH2:27][CH2:26][O:25][CH2:24][CH2:23]1, predict the reaction product. The product is: [N:22]1([CH:12]=[C:8]([C:7]([N:1]2[CH2:6][CH2:5][O:4][CH2:3][CH2:2]2)=[S:11])[C:9]#[N:10])[CH2:27][CH2:26][O:25][CH2:24][CH2:23]1.